This data is from Peptide-MHC class II binding affinity with 134,281 pairs from IEDB. The task is: Regression. Given a peptide amino acid sequence and an MHC pseudo amino acid sequence, predict their binding affinity value. This is MHC class II binding data. The binding affinity (normalized) is 0.313. The MHC is DRB3_0202 with pseudo-sequence DRB3_0202. The peptide sequence is AKSSPAYPSVLGQTI.